Dataset: Forward reaction prediction with 1.9M reactions from USPTO patents (1976-2016). Task: Predict the product of the given reaction. (1) Given the reactants [NH2:1][C:2]1[C:11]([F:12])=[C:10]([N:13]2[CH2:17][CH2:16][C@@H:15]([CH:18]([NH2:24])[C:19]3S[CH:21]=[CH:22][N:23]=3)[CH2:14]2)[C:9]([F:25])=[C:8]2[C:3]=1[C:4](=[O:33])[C:5]([C:30]([OH:32])=[O:31])=[CH:6][N:7]2[C@@H:26]1[CH2:28][C@@H:27]1[F:29].[C:34](#N)[CH3:35].NC1C(F)=C(F)C(F)=C2C=1C(=O)C(C(O)=O)=CN2[C@@H]1C[C@@H]1F, predict the reaction product. The product is: [NH2:1][C:2]1[C:11]([F:12])=[C:10]([N:13]2[CH2:17][CH2:16][C@@H:15]([CH:18]([NH2:24])[C:19]3[CH:35]=[CH:34][CH:21]=[CH:22][N:23]=3)[CH2:14]2)[C:9]([F:25])=[C:8]2[C:3]=1[C:4](=[O:33])[C:5]([C:30]([OH:32])=[O:31])=[CH:6][N:7]2[C@@H:26]1[CH2:28][C@@H:27]1[F:29]. (2) Given the reactants [CH2:1]([O:3][C:4]1[CH:9]=[C:8]([N+:10]([O-])=O)[CH:7]=[CH:6][C:5]=1[P:13]([CH3:18])(=[O:17])[O:14][CH2:15][CH3:16])[CH3:2].CCO, predict the reaction product. The product is: [NH2:10][C:8]1[CH:7]=[CH:6][C:5]([P:13]([CH3:18])(=[O:17])[O:14][CH2:15][CH3:16])=[C:4]([O:3][CH2:1][CH3:2])[CH:9]=1.